Dataset: Full USPTO retrosynthesis dataset with 1.9M reactions from patents (1976-2016). Task: Predict the reactants needed to synthesize the given product. (1) Given the product [S:31]1[C:27]2[CH:26]=[CH:25][CH:24]=[C:23]([O:22][C:19]3[CH:20]=[CH:21][C:16]([NH:15][C:13]4[C:14]5[N:6]([CH2:5][CH2:4][NH:3][C:34](=[O:33])[C:35]([CH3:40])([CH3:39])[CH2:36][OH:37])[CH:7]=[CH:8][C:9]=5[N:10]=[CH:11][N:12]=4)=[CH:17][C:18]=3[Cl:32])[C:28]=2[CH:29]=[N:30]1, predict the reactants needed to synthesize it. The reactants are: Cl.Cl.[NH2:3][CH2:4][CH2:5][N:6]1[C:14]2[C:13]([NH:15][C:16]3[CH:21]=[CH:20][C:19]([O:22][C:23]4[C:28]5[CH:29]=[N:30][S:31][C:27]=5[CH:26]=[CH:25][CH:24]=4)=[C:18]([Cl:32])[CH:17]=3)=[N:12][CH:11]=[N:10][C:9]=2[CH:8]=[CH:7]1.[OH:33][CH2:34][C:35]([CH3:40])([CH3:39])[C:36](O)=[O:37].ON1C2C=CC=CC=2N=N1.Cl.C(N=C=NCCCN(C)C)C. (2) The reactants are: [CH3:1][CH:2]([CH2:9][O:10][C:11]1[CH:16]=[CH:15][C:14]([C:17]([F:20])([F:19])[F:18])=[CH:13][C:12]=1[O:21][C:22]1[CH:27]=[CH:26][CH:25]=[CH:24][CH:23]=1)[CH2:3][O:4]S(C)(=O)=O.C([O:30][C:31](=[O:44])[C:32]([O:35][C:36]1[CH:41]=[CH:40][C:39](O)=[CH:38][C:37]=1[CH3:43])([CH3:34])[CH3:33])C. Given the product [CH3:34][C:32]([O:35][C:36]1[CH:41]=[CH:40][C:39]([O:4][CH2:3][CH:2]([CH3:1])[CH2:9][O:10][C:11]2[CH:16]=[CH:15][C:14]([C:17]([F:20])([F:19])[F:18])=[CH:13][C:12]=2[O:21][C:22]2[CH:27]=[CH:26][CH:25]=[CH:24][CH:23]=2)=[CH:38][C:37]=1[CH3:43])([CH3:33])[C:31]([OH:44])=[O:30], predict the reactants needed to synthesize it.